From a dataset of Forward reaction prediction with 1.9M reactions from USPTO patents (1976-2016). Predict the product of the given reaction. (1) Given the reactants [CH3:1][C:2]1[O:6][C:5]([C:7]2[CH:12]=[CH:11][CH:10]=[CH:9][CH:8]=2)=[N:4][C:3]=1[CH2:13][CH2:14][O:15][C:16]1[CH:21]=[CH:20][C:19]([CH2:22][C@H:23]([N:28]2[CH:32]=[CH:31][CH:30]=[CH:29]2)[C:24]([NH:26][NH2:27])=[O:25])=[CH:18][CH:17]=1.Cl.[C:34](=[NH:39])(OCC)[CH3:35].C(N(CC)CC)C, predict the reaction product. The product is: [NH:39]=[C:34]([NH:27][NH:26][C:24](=[O:25])[C@@H:23]([N:28]1[CH:32]=[CH:31][CH:30]=[CH:29]1)[CH2:22][C:19]1[CH:20]=[CH:21][C:16]([O:15][CH2:14][CH2:13][C:3]2[N:4]=[C:5]([C:7]3[CH:8]=[CH:9][CH:10]=[CH:11][CH:12]=3)[O:6][C:2]=2[CH3:1])=[CH:17][CH:18]=1)[CH3:35]. (2) Given the reactants COC1C=C(OC)C=CC=1C[N:6]([C:30]1[CH:35]=[CH:34][N:33]=[C:32]([F:36])[N:31]=1)[S:7]([C:10]1[CH:15]=[C:14]([F:16])[C:13]([O:17][C@H:18]2[CH2:22][CH2:21][CH2:20][C@@H:19]2[C:23]2[N:27]([CH3:28])[N:26]=[CH:25][CH:24]=2)=[CH:12][C:11]=1[F:29])(=[O:9])=[O:8].C([SiH](CC)CC)C.FC(F)(F)C(O)=O, predict the reaction product. The product is: [F:29][C:11]1[CH:12]=[C:13]([O:17][C@H:18]2[CH2:22][CH2:21][CH2:20][C@@H:19]2[C:23]2[N:27]([CH3:28])[N:26]=[CH:25][CH:24]=2)[C:14]([F:16])=[CH:15][C:10]=1[S:7]([NH:6][C:30]1[CH:35]=[CH:34][N:33]=[C:32]([F:36])[N:31]=1)(=[O:8])=[O:9]. (3) Given the reactants [H-].[Na+].[C:3]([O:7][C:8]([N:10]1[CH2:15][CH2:14][C:13]([C:17]2[CH:22]=[CH:21][C:20]([Br:23])=[CH:19][CH:18]=2)([OH:16])[CH2:12][CH2:11]1)=[O:9])([CH3:6])([CH3:5])[CH3:4].[CH3:24]I, predict the reaction product. The product is: [C:3]([O:7][C:8]([N:10]1[CH2:11][CH2:12][C:13]([C:17]2[CH:22]=[CH:21][C:20]([Br:23])=[CH:19][CH:18]=2)([O:16][CH3:24])[CH2:14][CH2:15]1)=[O:9])([CH3:6])([CH3:4])[CH3:5]. (4) Given the reactants Cl[CH2:2][C:3]1[CH:8]=[CH:7][C:6]([C:9]2[S:17][C:16]3[C:11](=[N:12][CH:13]=[CH:14][C:15]=3[O:18][C:19]3[CH:24]=[CH:23][C:22]([N+:25]([O-:27])=[O:26])=[CH:21][C:20]=3[F:28])[CH:10]=2)=[CH:5][CH:4]=1.[CH3:29][NH:30][CH2:31][CH2:32][OH:33], predict the reaction product. The product is: [F:28][C:20]1[CH:21]=[C:22]([N+:25]([O-:27])=[O:26])[CH:23]=[CH:24][C:19]=1[O:18][C:15]1[CH:14]=[CH:13][N:12]=[C:11]2[CH:10]=[C:9]([C:6]3[CH:7]=[CH:8][C:3]([CH2:2][N:30]([CH3:29])[CH2:31][CH2:32][OH:33])=[CH:4][CH:5]=3)[S:17][C:16]=12. (5) The product is: [N+:12]([C:15]1[CH:20]=[CH:19][CH:18]=[CH:17][C:16]=1[S:21]([N:11]1[CH:6]2[CH2:7][C:8](=[O:10])[CH2:9][CH:2]1[CH2:3][O:4][CH2:5]2)(=[O:23])=[O:22])([O-:14])=[O:13]. Given the reactants Cl.[CH:2]12[NH:11][CH:6]([CH2:7][C:8](=[O:10])[CH2:9]1)[CH2:5][O:4][CH2:3]2.[N+:12]([C:15]1[CH:20]=[CH:19][CH:18]=[CH:17][C:16]=1[S:21](Cl)(=[O:23])=[O:22])([O-:14])=[O:13], predict the reaction product. (6) Given the reactants Cl.[CH3:2][C:3]1([CH3:21])[C:7]([CH3:9])([CH3:8])[O:6][B:5]([C:10]2[CH:11]=[N:12][N:13]([CH:15]3[CH2:20][CH2:19][NH:18][CH2:17][CH2:16]3)[CH:14]=2)[O:4]1.CCN(C(C)C)C(C)C.[CH3:31][N:32]([CH3:36])[C:33](Cl)=[O:34].CO, predict the reaction product. The product is: [CH3:31][N:32]([CH3:36])[C:33]([N:18]1[CH2:19][CH2:20][CH:15]([N:13]2[CH:14]=[C:10]([B:5]3[O:6][C:7]([CH3:8])([CH3:9])[C:3]([CH3:21])([CH3:2])[O:4]3)[CH:11]=[N:12]2)[CH2:16][CH2:17]1)=[O:34].